This data is from Reaction yield outcomes from USPTO patents with 853,638 reactions. The task is: Predict the reaction yield, written as a fraction of the theoretical maximum amount of product (1.0 means a 100% yield; for example, 0.34 means a 34% yield). (1) The reactants are [NH2:1][C:2]([CH3:8])([CH3:7])[CH2:3][C:4]([OH:6])=[O:5].[C:9]1(=O)[O:14][C:12](=[O:13])[C:11]2=[CH:15][CH:16]=[CH:17][CH:18]=[C:10]12. The catalyst is C(O)C. The product is [CH3:7][C:2]([CH3:8])([N:1]1[C:12](=[O:13])[C:11]2[C:10](=[CH:18][CH:17]=[CH:16][CH:15]=2)[C:9]1=[O:14])[CH2:3][C:4]([OH:6])=[O:5]. The yield is 0.580. (2) The reactants are [Br:1][C:2]1[CH:3]=[C:4]([CH:7]=[C:8]([F:10])[CH:9]=1)[CH:5]=O.[CH3:11][N:12]1[CH2:17][CH2:16][NH:15][CH2:14][CH2:13]1.CC(O)=O.[BH3-]C#N.[Na+]. The catalyst is CO. The product is [Br:1][C:2]1[CH:3]=[C:4]([CH:7]=[C:8]([F:10])[CH:9]=1)[CH2:5][N:15]1[CH2:16][CH2:17][N:12]([CH3:11])[CH2:13][CH2:14]1. The yield is 0.510. (3) The reactants are [F:1][C:2]1[CH:32]=[CH:31][C:5]([CH2:6][NH:7][C:8]([C:10]2[C:15]([O:16][CH2:17][C:18]3[CH:23]=[CH:22][CH:21]=[CH:20][CH:19]=3)=[C:14](SC)[CH:13]=[C:12]([C:26]3[O:27][CH:28]=[CH:29][CH:30]=3)[N:11]=2)=[O:9])=[CH:4][CH:3]=1.O[O:34][S:35]([O-:37])=O.[K+].[CH3:39]COC(C)=O. The catalyst is C1COCC1.O. The product is [F:1][C:2]1[CH:32]=[CH:31][C:5]([CH2:6][NH:7][C:8]([C:10]2[C:15]([O:16][CH2:17][C:18]3[CH:23]=[CH:22][CH:21]=[CH:20][CH:19]=3)=[C:14]([S:35]([CH3:39])(=[O:37])=[O:34])[CH:13]=[C:12]([C:26]3[O:27][CH:28]=[CH:29][CH:30]=3)[N:11]=2)=[O:9])=[CH:4][CH:3]=1. The yield is 0.320. (4) The reactants are CO.Cl[C:4]1[C:9]([N+:10]([O-:12])=[O:11])=[CH:8][CH:7]=[C:6]([Cl:13])[N:5]=1.C(N(CC)CC)C.[CH2:21]([C:25]1[CH:31]=[CH:30][C:28]([NH2:29])=[CH:27][CH:26]=1)[CH2:22][CH2:23][CH3:24]. The catalyst is O. The product is [CH2:21]([C:25]1[CH:26]=[CH:27][C:28]([NH:29][C:4]2[C:9]([N+:10]([O-:12])=[O:11])=[CH:8][CH:7]=[C:6]([Cl:13])[N:5]=2)=[CH:30][CH:31]=1)[CH2:22][CH2:23][CH3:24]. The yield is 0.690. (5) The product is [NH2:20][C:2]1[C:7]2[NH:8][C:9](=[S:19])[N:10]([CH2:11][CH2:12][NH:13][CH2:14][C:15]([CH3:18])([CH3:17])[CH3:16])[C:6]=2[CH:5]=[CH:4][N:3]=1. The catalyst is C(O)(=O)C. The yield is 0.840. The reactants are Cl[C:2]1[C:7]2[NH:8][C:9](=[S:19])[N:10]([CH2:11][CH2:12][NH:13][CH2:14][C:15]([CH3:18])([CH3:17])[CH3:16])[C:6]=2[CH:5]=[CH:4][N:3]=1.[NH2-:20].[Na+].N.O. (6) The reactants are [F:1][C:2]1[CH:22]=[C:21]([S:23]([CH3:26])(=[O:25])=[O:24])[CH:20]=[CH:19][C:3]=1[O:4][C:5]1[C:10]([CH3:11])=[C:9]([O:12][CH:13]2[CH2:18][CH2:17][NH:16][CH2:15][CH2:14]2)[N:8]=[CH:7][N:6]=1.[O:27]1[CH2:31][CH2:30][CH2:29][CH:28]1[C:32](O)=[O:33].CN(C(ON1N=NC2C=CC=NC1=2)=[N+](C)C)C.F[P-](F)(F)(F)(F)F. The catalyst is C1COCC1. The product is [F:1][C:2]1[CH:22]=[C:21]([S:23]([CH3:26])(=[O:24])=[O:25])[CH:20]=[CH:19][C:3]=1[O:4][C:5]1[N:6]=[CH:7][N:8]=[C:9]([O:12][CH:13]2[CH2:18][CH2:17][N:16]([C:32]([CH:28]3[CH2:29][CH2:30][CH2:31][O:27]3)=[O:33])[CH2:15][CH2:14]2)[C:10]=1[CH3:11]. The yield is 0.810. (7) The reactants are [Cl:1][C:2]1[O:6][C:5]([C:7]([O:9]C)=[O:8])=[CH:4][C:3]=1[C:11]1[N:15]([CH3:16])[N:14]=[CH:13][C:12]=1[Cl:17].[OH-].[Na+]. The catalyst is O1CCCC1. The product is [Cl:1][C:2]1[O:6][C:5]([C:7]([OH:9])=[O:8])=[CH:4][C:3]=1[C:11]1[N:15]([CH3:16])[N:14]=[CH:13][C:12]=1[Cl:17]. The yield is 0.940. (8) The reactants are Cl.[NH2:2][C:3]1[CH:4]=[C:5]([CH2:11][CH2:12][NH:13]C(=O)C)[CH:6]=[CH:7][C:8]=1[O:9][CH3:10].Cl. No catalyst specified. The product is [NH2:13][CH2:12][CH2:11][C:5]1[CH:6]=[CH:7][C:8]([O:9][CH3:10])=[C:3]([NH2:2])[CH:4]=1. The yield is 0.940.